The task is: Predict the reaction yield, written as a fraction of the theoretical maximum amount of product (1.0 means a 100% yield; for example, 0.34 means a 34% yield).. This data is from Reaction yield outcomes from USPTO patents with 853,638 reactions. (1) The product is [CH3:13][O:12][C:9]1[CH:10]=[C:11]2[C:6](=[CH:7][C:8]=1[O:14][CH3:15])[N:5]=[CH:4][N:3]=[C:2]2[N:16]1[CH2:20][CH2:19][CH:18]([O:21][C:52](=[O:51])[NH:53][C:54]2[CH:55]=[CH:56][C:57]([O:60][CH:61]3[CH2:65][CH2:64][CH2:63][CH2:62]3)=[CH:58][CH:59]=2)[CH2:17]1. The yield is 0.190. The catalyst is CS(C)=O. The reactants are Cl[C:2]1[C:11]2[C:6](=[CH:7][C:8]([O:14][CH3:15])=[C:9]([O:12][CH3:13])[CH:10]=2)[N:5]=[CH:4][N:3]=1.[NH:16]1[CH2:20][CH2:19][CH:18]([OH:21])[CH2:17]1.CCN(C(C)C)C(C)C.CC([O-])(C)C.[K+].C1COCC1.[N+](C1C=CC([O:51][C:52](=O)[NH:53][C:54]2[CH:59]=[CH:58][C:57]([O:60][CH:61]3[CH2:65][CH2:64][CH2:63][CH2:62]3)=[CH:56][CH:55]=2)=CC=1)([O-])=O. (2) The reactants are [CH:1]1([NH:4][C:5](=[O:44])[NH:6][C:7]2[CH:41]=[CH:40][C:10]([O:11][C:12]3[CH:17]=[CH:16][N:15]=[C:14]4[CH:18]=[C:19]([C:21]5[N:26]=[CH:25][C:24]([CH2:27][N:28]([CH2:36][CH2:37][O:38][CH3:39])C(=O)OC(C)(C)C)=[CH:23][CH:22]=5)[S:20][C:13]=34)=[C:9]([F:42])[C:8]=2[F:43])[CH2:3][CH2:2]1.C(O)(C(F)(F)F)=O. The catalyst is C(Cl)Cl. The product is [CH:1]1([NH:4][C:5]([NH:6][C:7]2[CH:41]=[CH:40][C:10]([O:11][C:12]3[CH:17]=[CH:16][N:15]=[C:14]4[CH:18]=[C:19]([C:21]5[CH:22]=[CH:23][C:24]([CH2:27][NH:28][CH2:36][CH2:37][O:38][CH3:39])=[CH:25][N:26]=5)[S:20][C:13]=34)=[C:9]([F:42])[C:8]=2[F:43])=[O:44])[CH2:2][CH2:3]1. The yield is 0.980. (3) The reactants are [CH:1]1([N:6]2[CH2:12][CH2:11][C:10](=[O:13])[N:9]([CH3:14])[C:8]3[CH:15]=[N:16][C:17]([NH:19][C:20]4[CH:34]=[CH:33][C:23]([C:24]([NH:26][CH:27]5[CH2:32][CH2:31][NH:30][CH2:29][CH2:28]5)=[O:25])=[CH:22][C:21]=4[O:35][CH3:36])=[N:18][C:7]2=3)[CH2:5][CH2:4][CH2:3][CH2:2]1.C(O[BH-](OC(=O)C)OC(=O)C)(=O)C.[Na+].[O:51]1[CH2:56][CH2:55][C:54](=O)[CH2:53][CH2:52]1.C(O)(=O)C. The catalyst is C(Cl)Cl. The product is [CH:1]1([N:6]2[CH2:12][CH2:11][C:10](=[O:13])[N:9]([CH3:14])[C:8]3[CH:15]=[N:16][C:17]([NH:19][C:20]4[CH:34]=[CH:33][C:23]([C:24]([NH:26][CH:27]5[CH2:32][CH2:31][N:30]([CH:54]6[CH2:55][CH2:56][O:51][CH2:52][CH2:53]6)[CH2:29][CH2:28]5)=[O:25])=[CH:22][C:21]=4[O:35][CH3:36])=[N:18][C:7]2=3)[CH2:2][CH2:3][CH2:4][CH2:5]1. The yield is 0.250. (4) The reactants are [Cl:1][C:2]1[CH:10]=[C:6]([C:7]([OH:9])=O)[C:5]([OH:11])=[CH:4][CH:3]=1.[CH3:12][O:13][C:14]1[CH:20]=[CH:19][C:17]([NH2:18])=[CH:16][C:15]=1[C:21]([F:24])([F:23])[F:22]. No catalyst specified. The product is [Cl:1][C:2]1[CH:3]=[CH:4][C:5]([OH:11])=[C:6]([CH:10]=1)[C:7]([NH:18][C:17]1[CH:19]=[CH:20][C:14]([O:13][CH3:12])=[C:15]([C:21]([F:22])([F:23])[F:24])[CH:16]=1)=[O:9]. The yield is 0.791. (5) The reactants are C(O)(C(F)(F)F)=O.P(Cl)(Cl)(Cl)=O.C(O[CH:16](OCC)[C@@H:17]([C:25]([O:27][CH2:28][CH3:29])=[O:26])[N:18]=[CH:19][C:20]1[NH:21][CH:22]=[CH:23][CH:24]=1)C.C([O-])(O)=O.[Na+]. The catalyst is ClCCCl. The product is [CH:19]1[C:20]2[N:21]([CH:22]=[CH:23][CH:24]=2)[CH:16]=[C:17]([C:25]([O:27][CH2:28][CH3:29])=[O:26])[N:18]=1. The yield is 0.240. (6) The reactants are [Cl:1][C:2]1[CH:7]=[CH:6][C:5]([C:8]2[CH:9]=[C:10]3[C:16]([C:17]([C:19]4[C:20]([F:33])=[C:21]([NH:26][S:27]([CH2:30][CH2:31][CH3:32])(=[O:29])=[O:28])[CH:22]=[CH:23][C:24]=4[F:25])=[O:18])=[CH:15][NH:14][C:11]3=[N:12][CH:13]=2)=[CH:4][CH:3]=1.CCN(CC)CC.[C:41]([O:47][CH2:48]Cl)(=[O:46])[C:42]([CH3:45])([CH3:44])[CH3:43]. The catalyst is CN(C=O)C. The product is [C:41]([O:47][CH2:48][N:14]1[C:11]2=[N:12][CH:13]=[C:8]([C:5]3[CH:6]=[CH:7][C:2]([Cl:1])=[CH:3][CH:4]=3)[CH:9]=[C:10]2[C:16]([C:17](=[O:18])[C:19]2[C:24]([F:25])=[CH:23][CH:22]=[C:21]([NH:26][S:27]([CH2:30][CH2:31][CH3:32])(=[O:28])=[O:29])[C:20]=2[F:33])=[CH:15]1)(=[O:46])[C:42]([CH3:45])([CH3:44])[CH3:43]. The yield is 0.230.